From a dataset of Catalyst prediction with 721,799 reactions and 888 catalyst types from USPTO. Predict which catalyst facilitates the given reaction. (1) The catalyst class is: 78. Reactant: [F:1][C:2]1[CH:3]=[C:4]([N+:21]([O-])=O)[CH:5]=[CH:6][C:7]=1[N:8]1[CH2:12][CH2:11][C@H:10]([NH:13][C:14]([O:16][C:17]([CH3:20])([CH3:19])[CH3:18])=[O:15])[CH2:9]1. Product: [NH2:21][C:4]1[CH:5]=[CH:6][C:7]([N:8]2[CH2:12][CH2:11][C@H:10]([NH:13][C:14]([O:16][C:17]([CH3:20])([CH3:19])[CH3:18])=[O:15])[CH2:9]2)=[C:2]([F:1])[CH:3]=1. (2) Reactant: C(=O)(O)[O-:2].[Na+].Cl.NO.[CH3:9][C:10]1[N:15]=[C:14]([C:16]#[N:17])[CH:13]=[C:12]([C:18]([F:21])([F:20])[F:19])[CH:11]=1. The catalyst class is: 8. Product: [CH3:9][C:10]1[N:15]=[C:14]([C:16]([NH2:17])=[O:2])[CH:13]=[C:12]([C:18]([F:21])([F:19])[F:20])[CH:11]=1.